This data is from Reaction yield outcomes from USPTO patents with 853,638 reactions. The task is: Predict the reaction yield, written as a fraction of the theoretical maximum amount of product (1.0 means a 100% yield; for example, 0.34 means a 34% yield). The reactants are [CH3:1][O:2][C:3](=[O:25])[C:4](C)([CH2:9][C@H:10]1[CH2:14][C:13](=[O:15])[N:12]([C@H:16]([C:18]2[CH:23]=[CH:22][CH:21]=[CH:20][CH:19]=2)[CH3:17])[CH2:11]1)[C:5](OC)=O.[Na+].[Cl-].CS(C)=O. The catalyst is O. The product is [CH3:1][O:2][C:3](=[O:25])[CH:4]([CH3:5])[CH2:9][C@H:10]1[CH2:14][C:13](=[O:15])[N:12]([C@H:16]([C:18]2[CH:19]=[CH:20][CH:21]=[CH:22][CH:23]=2)[CH3:17])[CH2:11]1. The yield is 0.400.